From a dataset of Forward reaction prediction with 1.9M reactions from USPTO patents (1976-2016). Predict the product of the given reaction. (1) Given the reactants Br[C:2]1[CH:7]=[CH:6][C:5]([C@@H:8]([N:11]2[CH2:16][CH2:15][C@:14]([CH2:23][CH3:24])([C:17]3[CH:22]=[CH:21][CH:20]=[CH:19][CH:18]=3)[O:13][C:12]2=[O:25])[CH2:9][CH3:10])=[CH:4][CH:3]=1.Br[C:27]1[CH:28]=[CH:29][C:30](=[O:36])[N:31]([CH:33]([CH3:35])[CH3:34])[CH:32]=1, predict the reaction product. The product is: [CH2:23]([C@@:14]1([C:17]2[CH:22]=[CH:21][CH:20]=[CH:19][CH:18]=2)[O:13][C:12](=[O:25])[N:11]([C@H:8]([C:5]2[CH:6]=[CH:7][C:2]([C:27]3[CH:28]=[CH:29][C:30](=[O:36])[N:31]([CH:33]([CH3:35])[CH3:34])[CH:32]=3)=[CH:3][CH:4]=2)[CH2:9][CH3:10])[CH2:16][CH2:15]1)[CH3:24]. (2) Given the reactants [H-].[Na+].C(OC(=O)[N:7]=[S:8]([CH2:11][C:12]1[CH:17]=[CH:16][CH:15]=[C:14]([NH:18][C:19]2[N:24]=[C:23]([C:25]3[CH:30]=[CH:29][C:28]([F:31])=[CH:27][C:26]=3F)[N:22]=[CH:21][N:20]=2)[CH:13]=1)([CH3:10])=[O:9])C.[F:34][C:35]([F:40])([F:39])[CH2:36][CH2:37][OH:38], predict the reaction product. The product is: [F:31][C:28]1[CH:29]=[CH:30][C:25]([C:23]2[N:22]=[CH:21][N:20]=[C:19]([NH:18][C:14]3[CH:15]=[CH:16][CH:17]=[C:12]([CH2:11][S:8]([CH3:10])(=[NH:7])=[O:9])[CH:13]=3)[N:24]=2)=[C:26]([O:38][CH2:37][CH2:36][C:35]([F:40])([F:39])[F:34])[CH:27]=1. (3) Given the reactants [C:1]12([CH2:11][C:12](O)=[O:13])[CH2:10][CH:5]3[CH2:6][CH:7]([CH2:9][CH:3]([CH2:4]3)[CH2:2]1)[CH2:8]2.C1C=CC2N(O)N=NC=2C=1.O.CCN=C=NCCCN(C)C.Cl.[NH2:38][C@H:39]1[CH2:44][CH2:43][C@H:42]([OH:45])[CH2:41][CH2:40]1.NC1(O)CCCCC1, predict the reaction product. The product is: [C:1]12([CH2:11][C:12]([NH:38][CH:39]3[CH2:44][CH2:43][CH:42]([OH:45])[CH2:41][CH2:40]3)=[O:13])[CH2:10][CH:5]3[CH2:4][CH:3]([CH2:9][CH:7]([CH2:6]3)[CH2:8]1)[CH2:2]2. (4) Given the reactants Br[C:2]1[CH:7]=[CH:6][CH:5]=[CH:4][C:3]=1[N+:8]([O-:10])=[O:9].[Cl:11][C:12]1[CH:17]=[CH:16][C:15](B(O)O)=[CH:14][CH:13]=1.C(=O)([O-])[O-].[Na+].[Na+], predict the reaction product. The product is: [Cl:11][C:12]1[CH:17]=[CH:16][C:15]([C:2]2[CH:7]=[CH:6][CH:5]=[CH:4][C:3]=2[N+:8]([O-:10])=[O:9])=[CH:14][CH:13]=1. (5) The product is: [C:9]1([C:15]2[NH:7][C:1]3[C:6]([C:16]=2[C:18]2[CH:19]=[CH:20][CH:21]=[CH:22][CH:23]=2)=[CH:5][CH:4]=[CH:3][CH:2]=3)[CH:14]=[CH:13][CH:12]=[CH:11][CH:10]=1. Given the reactants [C:1]1([NH:7]N)[CH:6]=[CH:5][CH:4]=[CH:3][CH:2]=1.[C:9]1([CH2:15][C:16]([C:18]2[CH:23]=[CH:22][CH:21]=[CH:20][CH:19]=2)=O)[CH:14]=[CH:13][CH:12]=[CH:11][CH:10]=1.S(=O)(=O)(O)O.C(O)C, predict the reaction product. (6) Given the reactants [Cl:1][C:2]1[C:3](O)=[N:4][C:5]2[C:10]([N:11]=1)=[CH:9][C:8](OC)=[CH:7][CH:6]=2.[C:15]([O-:18])([O-])=O.[Cs+].[Cs+].BrC1C=CC(S([O:31][C@@H:32]2[CH2:36][N:35]([C:37]([O:39][C:40]([CH3:43])([CH3:42])[CH3:41])=[O:38])[C@H:34]([C:44]([O:46][CH3:47])=[O:45])[CH2:33]2)(=O)=O)=CC=1, predict the reaction product. The product is: [Cl:1][C:2]1[C:3]([O:31][C@H:32]2[CH2:36][N:35]([C:37]([O:39][C:40]([CH3:41])([CH3:42])[CH3:43])=[O:38])[C@H:34]([C:44]([O:46][CH3:47])=[O:45])[CH2:33]2)=[N:4][C:5]2[C:10]([N:11]=1)=[CH:9][CH:8]=[C:7]([O:18][CH3:15])[CH:6]=2. (7) Given the reactants Cl[S:2]([O:5][Si](C)(C)C)(=[O:4])=[O:3].[CH3:10][N:11]1[CH:15]=[CH:14][CH:13]=[C:12]1[Sn](CCCC)(CCCC)CCCC.C(=O)([O-])O.[Na+:33], predict the reaction product. The product is: [OH2:3].[CH3:10][N:11]1[CH:15]=[CH:14][C:13]([S:2]([O-:5])(=[O:4])=[O:3])=[CH:12]1.[Na+:33].